This data is from Full USPTO retrosynthesis dataset with 1.9M reactions from patents (1976-2016). The task is: Predict the reactants needed to synthesize the given product. Given the product [NH2:1][C:4]1[CH:12]=[C:11]2[C:7]([C:8]([C:21]3[N:25]([CH2:26][O:27][CH2:28][CH2:29][Si:30]([CH3:32])([CH3:31])[CH3:33])[C:24]4[CH:34]=[CH:35][CH:36]=[CH:37][C:23]=4[N:22]=3)=[N:9][N:10]2[CH2:13][O:14][CH2:15][CH2:16][Si:17]([CH3:20])([CH3:19])[CH3:18])=[CH:6][CH:5]=1, predict the reactants needed to synthesize it. The reactants are: [N+:1]([C:4]1[CH:12]=[C:11]2[C:7]([C:8]([C:21]3[N:25]([CH2:26][O:27][CH2:28][CH2:29][Si:30]([CH3:33])([CH3:32])[CH3:31])[C:24]4[CH:34]=[CH:35][CH:36]=[CH:37][C:23]=4[N:22]=3)=[N:9][N:10]2[CH2:13][O:14][CH2:15][CH2:16][Si:17]([CH3:20])([CH3:19])[CH3:18])=[CH:6][CH:5]=1)([O-])=O.C(=O)(O)[O-].[Na+].